From a dataset of Reaction yield outcomes from USPTO patents with 853,638 reactions. Predict the reaction yield, written as a fraction of the theoretical maximum amount of product (1.0 means a 100% yield; for example, 0.34 means a 34% yield). (1) The reactants are [Br:1][C:2]1[CH:3]=[C:4]2[C:8](=[CH:9][CH:10]=1)[NH:7][C:6](=[O:11])[CH2:5]2.[N:12]1([CH2:17][CH2:18][CH2:19][NH:20][C:21]([C:23]2[NH:24][C:25]([CH:32]=O)=[C:26]3[C:31]=2[CH2:30][CH2:29][CH2:28][CH2:27]3)=[O:22])[CH2:16][CH2:15][CH2:14][CH2:13]1. No catalyst specified. The product is [N:12]1([CH2:17][CH2:18][CH2:19][NH:20][C:21]([C:23]2[NH:24][C:25]([CH:32]=[C:5]3[C:4]4[C:8](=[CH:9][CH:10]=[C:2]([Br:1])[CH:3]=4)[NH:7][C:6]3=[O:11])=[C:26]3[C:31]=2[CH2:30][CH2:29][CH2:28][CH2:27]3)=[O:22])[CH2:16][CH2:15][CH2:14][CH2:13]1. The yield is 0.220. (2) The product is [CH3:23][O:22][C:7]1[CH:6]=[CH:5][C:4]2[N:3]=[C:2]([NH:27][CH2:24][CH2:25][CH3:26])[C:11]([C:12]3[CH:17]=[CH:16][CH:15]=[CH:14][CH:13]=3)=[N:10][C:9]=2[C:8]=1[C:18]([O:20][CH3:21])=[O:19]. The catalyst is O1CCCC1. The yield is 0.665. The reactants are Cl[C:2]1[C:11]([C:12]2[CH:17]=[CH:16][CH:15]=[CH:14][CH:13]=2)=[N:10][C:9]2[C:8]([C:18]([O:20][CH3:21])=[O:19])=[C:7]([O:22][CH3:23])[CH:6]=[CH:5][C:4]=2[N:3]=1.[CH2:24]([NH2:27])[CH2:25][CH3:26].C(N(CC)CC)C. (3) The reactants are [Br:1][C:2]1[C:3]([F:17])=[CH:4][C:5]([N+:14]([O-])=O)=[C:6]([CH2:8][C:9](OCC)=[O:10])[CH:7]=1. The catalyst is [Fe].CC(O)=O. The product is [Br:1][C:2]1[CH:7]=[C:6]2[C:5](=[CH:4][C:3]=1[F:17])[NH:14][C:9](=[O:10])[CH2:8]2. The yield is 0.870. (4) The product is [Cl:4][C:5]1[CH:10]=[CH:9][C:8]([S:11]([CH:14]([C:21]2[CH:26]=[C:25]([F:27])[CH:24]=[CH:23][C:22]=2[F:28])[C:15]2[CH:16]=[N+:17]([O-:37])[CH:18]=[CH:19][CH:20]=2)(=[O:12])=[O:13])=[CH:7][CH:6]=1. The reactants are C(Cl)Cl.[Cl:4][C:5]1[CH:10]=[CH:9][C:8]([S:11]([CH:14]([C:21]2[CH:26]=[C:25]([F:27])[CH:24]=[CH:23][C:22]=2[F:28])[C:15]2[CH:16]=[N:17][CH:18]=[CH:19][CH:20]=2)(=[O:13])=[O:12])=[CH:7][CH:6]=1.ClC1C=CC=C(C(OO)=[O:37])C=1.C(OCC)(=O)C. The yield is 0.400. The catalyst is CCOCC. (5) The reactants are [NH2:1][C:2]1[CH:7]=[CH:6][C:5]([C:8]2[CH2:9][C@@H:10]3[N:16]([CH:17]=2)[C:15](=[O:18])[C:14]2[CH:19]=[C:20]([O:61][CH3:62])[C:21]([O:23][CH2:24][CH2:25][CH2:26][O:27][C:28]4[C:58]([O:59][CH3:60])=[CH:57][C:31]5[C:32](=[O:56])[N:33]6[CH:48]=[C:47](S(C(F)(F)F)(=O)=O)[CH2:46][C@H:34]6[C:35](=[O:45])[N:36]([CH2:37][O:38][CH2:39][CH2:40][Si:41]([CH3:44])([CH3:43])[CH3:42])[C:30]=5[CH:29]=4)=[CH:22][C:13]=2[N:12]([CH2:63][O:64][CH2:65][CH2:66][Si:67]([CH3:70])([CH3:69])[CH3:68])[C:11]3=[O:71])=[CH:4][CH:3]=1.[CH3:72][O:73][C:74]1[CH:79]=[CH:78][C:77](B(O)O)=[CH:76][CH:75]=1.C([O-])([O-])=O.[Na+].[Na+].CCOC(C)=O. The catalyst is C1(C)C=CC=CC=1.CCO.O.C1C=CC([P]([Pd]([P](C2C=CC=CC=2)(C2C=CC=CC=2)C2C=CC=CC=2)([P](C2C=CC=CC=2)(C2C=CC=CC=2)C2C=CC=CC=2)[P](C2C=CC=CC=2)(C2C=CC=CC=2)C2C=CC=CC=2)(C2C=CC=CC=2)C2C=CC=CC=2)=CC=1. The product is [NH2:1][C:2]1[CH:7]=[CH:6][C:5]([C:8]2[CH2:9][C@@H:10]3[N:16]([CH:17]=2)[C:15](=[O:18])[C:14]2[CH:19]=[C:20]([O:61][CH3:62])[C:21]([O:23][CH2:24][CH2:25][CH2:26][O:27][C:28]4[C:58]([O:59][CH3:60])=[CH:57][C:31]5[C:32](=[O:56])[N:33]6[CH:48]=[C:47]([C:77]7[CH:78]=[CH:79][C:74]([O:73][CH3:72])=[CH:75][CH:76]=7)[CH2:46][C@H:34]6[C:35](=[O:45])[N:36]([CH2:37][O:38][CH2:39][CH2:40][Si:41]([CH3:44])([CH3:43])[CH3:42])[C:30]=5[CH:29]=4)=[CH:22][C:13]=2[N:12]([CH2:63][O:64][CH2:65][CH2:66][Si:67]([CH3:70])([CH3:69])[CH3:68])[C:11]3=[O:71])=[CH:4][CH:3]=1. The yield is 0.740. (6) The reactants are [F:1][C:2]([F:21])([F:20])[O:3][C:4]1[CH:5]=[C:6]([CH:17]=[CH:18][CH:19]=1)[O:7][C:8]1[CH:9]=[C:10]([N+:14]([O-])=O)[CH:11]=[CH:12][CH:13]=1. The catalyst is C(O)(=O)C.[Zn]. The product is [F:1][C:2]([F:20])([F:21])[O:3][C:4]1[CH:5]=[C:6]([CH:17]=[CH:18][CH:19]=1)[O:7][C:8]1[CH:9]=[C:10]([CH:11]=[CH:12][CH:13]=1)[NH2:14]. The yield is 0.440. (7) The reactants are [O:1]([CH2:8][CH2:9][CH2:10][NH2:11])[C:2]1[CH:7]=[CH:6][CH:5]=[CH:4][CH:3]=1.[C:12]([N:16]1[C:20](=[O:21])[C:19](Cl)=[C:18]([C:23]2[CH:28]=[CH:27][CH:26]=[CH:25][CH:24]=2)[S:17]1(=[O:30])=[O:29])([CH3:15])([CH3:14])[CH3:13]. No catalyst specified. The product is [C:12]([N:16]1[C:20](=[O:21])[C:19]([NH:11][CH2:10][CH2:9][CH2:8][O:1][C:2]2[CH:7]=[CH:6][CH:5]=[CH:4][CH:3]=2)=[C:18]([C:23]2[CH:28]=[CH:27][CH:26]=[CH:25][CH:24]=2)[S:17]1(=[O:29])=[O:30])([CH3:15])([CH3:13])[CH3:14]. The yield is 0.730. (8) The reactants are [CH3:1][N:2]([O:21][CH3:22])[C:3](=[O:20])[CH2:4][C@@H:5]1[CH2:10][CH2:9][N:8](C(OC(C)(C)C)=O)[CH2:7][C@@H:6]1[CH:18]=[CH2:19].FC(F)(F)C(O)=O. The catalyst is ClCCl. The product is [CH3:1][N:2]([O:21][CH3:22])[C:3](=[O:20])[CH2:4][C@@H:5]1[CH2:10][CH2:9][NH:8][CH2:7][C@@H:6]1[CH:18]=[CH2:19]. The yield is 0.810. (9) The catalyst is CC(C)=O. The product is [Br:1][C:2]1[CH:3]=[C:4]([O:9][CH2:16][C:15]2[CH:18]=[CH:19][C:12]([O:11][CH3:10])=[CH:13][CH:14]=2)[CH:5]=[C:6]([Br:8])[CH:7]=1. The reactants are [Br:1][C:2]1[CH:3]=[C:4]([OH:9])[CH:5]=[C:6]([Br:8])[CH:7]=1.[CH3:10][O:11][C:12]1[CH:19]=[CH:18][C:15]([CH2:16]Br)=[CH:14][CH:13]=1.C(=O)([O-])[O-].[K+].[K+]. The yield is 0.820. (10) The reactants are [Br:1][C:2]1[C:14](=[O:15])[N:13]([CH:16]2[CH2:20][CH2:19][CH2:18][CH2:17]2)[C:5]2[N:6]=[C:7](S(C)=O)[N:8]=[CH:9][C:4]=2[C:3]=1[CH3:21].[C:22]([O:26][C:27]([N:29]1[CH2:34][CH2:33][N:32]([C:35]2[CH:36]=[N:37][C:38]([NH2:41])=[CH:39][CH:40]=2)[CH2:31][CH2:30]1)=[O:28])([CH3:25])([CH3:24])[CH3:23].CO.C(Cl)Cl. The catalyst is C1(C)C=CC=CC=1. The product is [C:22]([O:26][C:27]([N:29]1[CH2:34][CH2:33][N:32]([C:35]2[CH:36]=[N:37][C:38]([NH:41][C:7]3[N:8]=[CH:9][C:4]4[C:3]([CH3:21])=[C:2]([Br:1])[C:14](=[O:15])[N:13]([CH:16]5[CH2:20][CH2:19][CH2:18][CH2:17]5)[C:5]=4[N:6]=3)=[CH:39][CH:40]=2)[CH2:31][CH2:30]1)=[O:28])([CH3:25])([CH3:23])[CH3:24]. The yield is 0.380.